From a dataset of Full USPTO retrosynthesis dataset with 1.9M reactions from patents (1976-2016). Predict the reactants needed to synthesize the given product. (1) Given the product [CH2:1]([NH:3][C:4](=[O:24])[O:5][CH2:6][C@H:7]1[CH2:11][C@@H:10]([NH:12][S:13]([C:16]2[CH:21]=[C:20]([Br:22])[CH:19]=[CH:18][C:17]=2[Br:23])(=[O:15])=[O:14])[CH2:9][N:8]1[C:26]#[N:27])[CH3:2], predict the reactants needed to synthesize it. The reactants are: [CH2:1]([NH:3][C:4](=[O:24])[O:5][CH2:6][C@H:7]1[CH2:11][C@@H:10]([NH:12][S:13]([C:16]2[CH:21]=[C:20]([Br:22])[CH:19]=[CH:18][C:17]=2[Br:23])(=[O:15])=[O:14])[CH2:9][NH:8]1)[CH3:2].C[CH2:26][N:27](C(C)C)C(C)C.BrC#N.C(O)C(N)(CO)CO. (2) Given the product [Cl:22][C:23]1[CH:24]=[C:25]([C:30]2[NH:31][CH:32]=[C:33]([C:41]3[CH2:42][CH2:43][N:44]([CH2:18][CH2:17][C:16]4[CH:20]=[CH:21][C:13]([S:10]([CH2:9][CH2:8][O:7][CH:2]5[CH2:3][CH2:4][CH2:5][CH2:6][O:1]5)(=[O:12])=[O:11])=[CH:14][CH:15]=4)[CH2:45][CH:46]=3)[C:34]=2[C:35]2[CH:36]=[CH:37][N:38]=[CH:39][CH:40]=2)[CH:26]=[CH:27][C:28]=1[F:29], predict the reactants needed to synthesize it. The reactants are: [O:1]1[CH2:6][CH2:5][CH2:4][CH2:3][CH:2]1[O:7][CH2:8][CH2:9][S:10]([C:13]1[CH:21]=[CH:20][C:16]([CH2:17][CH2:18]Br)=[CH:15][CH:14]=1)(=[O:12])=[O:11].[Cl:22][C:23]1[CH:24]=[C:25]([C:30]2[NH:31][CH:32]=[C:33]([C:41]3[CH2:42][CH2:43][NH:44][CH2:45][CH:46]=3)[C:34]=2[C:35]2[CH:40]=[CH:39][N:38]=[CH:37][CH:36]=2)[CH:26]=[CH:27][C:28]=1[F:29].